Dataset: Reaction yield outcomes from USPTO patents with 853,638 reactions. Task: Predict the reaction yield, written as a fraction of the theoretical maximum amount of product (1.0 means a 100% yield; for example, 0.34 means a 34% yield). (1) The reactants are C(OC(=O)[NH:10][CH2:11][C:12]1[N:16]2[C:17](=[O:29])[C:18]3[NH:19][CH:20]=[N:21][C:22]=3[N:23]([CH2:24][CH2:25][CH2:26][CH2:27][CH3:28])[C:15]2=[N:14][N:13]=1)C1C=CC=CC=1.[ClH:31]. The catalyst is CO.[Pd]. The product is [ClH:31].[NH2:10][CH2:11][C:12]1[N:16]2[C:17](=[O:29])[C:18]3[NH:19][CH:20]=[N:21][C:22]=3[N:23]([CH2:24][CH2:25][CH2:26][CH2:27][CH3:28])[C:15]2=[N:14][N:13]=1. The yield is 0.920. (2) The reactants are Cl[C:2]1[N:3]=[CH:4][C:5]([C:8]([NH:10][C:11]2[NH:12][N:13]=[C:14]([CH2:16][CH2:17][C:18]3[CH:23]=[C:22]([O:24][CH3:25])[CH:21]=[C:20]([O:26][CH3:27])[CH:19]=3)[CH:15]=2)=[O:9])=[N:6][CH:7]=1.[CH3:28][N:29]1[CH2:34][CH2:33][NH:32][CH2:31][CH:30]1[CH3:35]. The catalyst is CS(C)=O. The product is [CH3:27][O:26][C:20]1[CH:19]=[C:18]([CH2:17][CH2:16][C:14]2[CH:15]=[C:11]([NH:10][C:8]([C:5]3[CH:4]=[N:3][C:2]([N:32]4[CH2:33][CH2:34][N:29]([CH3:28])[CH:30]([CH3:35])[CH2:31]4)=[CH:7][N:6]=3)=[O:9])[NH:12][N:13]=2)[CH:23]=[C:22]([O:24][CH3:25])[CH:21]=1. The yield is 0.810. (3) The reactants are [CH3:1][O:2][C:3]1[CH:4]=[N:5][CH:6]=[C:7]([CH:9]=O)[CH:8]=1.C(O[C:14](=[O:18])[CH2:15][C:16]#[N:17])C.Cl.[C:20]([NH2:23])(=[NH:22])[CH3:21].C(=O)([O-])[O-].[K+].[K+]. The catalyst is C(O)C. The product is [OH:18][C:14]1[C:15]([C:16]#[N:17])=[C:9]([C:7]2[CH:6]=[N:5][CH:4]=[C:3]([O:2][CH3:1])[CH:8]=2)[N:23]=[C:20]([CH3:21])[N:22]=1. The yield is 0.350. (4) The reactants are [CH3:1][O:2][C:3]1[CH:22]=[CH:21][C:6]([CH2:7][O:8][C@H:9]([C@H:11]([CH2:16][CH2:17][CH:18]([CH3:20])[CH3:19])[C@@H:12]([OH:15])[CH:13]=[CH2:14])[CH3:10])=[CH:5][CH:4]=1.[CH:23]1(N(C)[CH:23]2[CH2:28][CH2:27][CH2:26][CH2:25][CH2:24]2)[CH2:28][CH2:27][CH2:26][CH2:25][CH2:24]1.C(O)(=O)C.C(O)(=O)C.C1([Bi](C2C=CC=CC=2)C2C=CC=CC=2)C=CC=CC=1. The catalyst is C([O-])(=O)C.[Cu+2].C([O-])(=O)C.C1(C)C=CC=CC=1. The product is [CH3:1][O:2][C:3]1[CH:4]=[CH:5][C:6]([CH2:7][O:8][C@H:9]([C@@H:11]([C@@H:12]([O:15][C:23]2[CH:28]=[CH:27][CH:26]=[CH:25][CH:24]=2)[CH:13]=[CH2:14])[CH2:16][CH2:17][CH:18]([CH3:19])[CH3:20])[CH3:10])=[CH:21][CH:22]=1. The yield is 0.640.